The task is: Predict the reactants needed to synthesize the given product.. This data is from Full USPTO retrosynthesis dataset with 1.9M reactions from patents (1976-2016). (1) Given the product [Br:1][C:2]1[CH:7]=[C:6]([CH3:8])[C:5]([CH3:9])=[CH:4][C:3]=1[O:10][C@H:17]([CH2:12][CH:13]=[CH2:14])[CH3:16], predict the reactants needed to synthesize it. The reactants are: [Br:1][C:2]1[CH:7]=[C:6]([CH3:8])[C:5]([CH3:9])=[CH:4][C:3]=1[OH:10].Br[C:12]1[CH:17]=[CH:16]C(F)=[CH:14][C:13]=1O[C@H](CC=C)C. (2) Given the product [CH3:1][C:2]1([CH3:33])[CH2:11][CH:10]=[C:9]([C:12]2[CH:13]=[C:14]([CH3:19])[CH:15]=[C:16]([CH3:18])[CH:17]=2)[C:8]2[CH:7]=[C:6]([CH:20]=[CH:21][C:22]3[CH:23]=[CH:24][C:25]([C:26]([OH:28])=[O:27])=[CH:31][CH:32]=3)[CH:5]=[CH:4][C:3]1=2, predict the reactants needed to synthesize it. The reactants are: [CH3:1][C:2]1([CH3:33])[CH2:11][CH:10]=[C:9]([C:12]2[CH:17]=[C:16]([CH3:18])[CH:15]=[C:14]([CH3:19])[CH:13]=2)[C:8]2[CH:7]=[C:6]([C:20]#[C:21][C:22]3[CH:32]=[CH:31][C:25]([C:26]([O:28]CC)=[O:27])=[CH:24][CH:23]=3)[CH:5]=[CH:4][C:3]1=2.[OH-].[Na+].Cl. (3) The reactants are: [Cl:1][C:2]1[CH:3]=[C:4]([N:8]2[N:12]=[N:11][C:10]([CH:13]([N:15]3[CH2:20][CH2:19][CH2:18][NH:17][C:16]3=[S:21])[CH3:14])=[N:9]2)[CH:5]=[CH:6][CH:7]=1.[CH3:22]C(C)([O-])C.[Na+].IC. Given the product [Cl:1][C:2]1[CH:3]=[C:4]([N:8]2[N:12]=[N:11][C:10]([CH:13]([N:15]3[CH2:20][CH2:19][CH2:18][N:17]=[C:16]3[S:21][CH3:22])[CH3:14])=[N:9]2)[CH:5]=[CH:6][CH:7]=1, predict the reactants needed to synthesize it. (4) The reactants are: [F:1][C:2]1[CH:3]=[N:4][CH:5]=[CH:6][C:7]=1[C:8]1[N:9]=[C:10]2[N:22]=[C:21](S(C)(=O)=O)[NH:20][C:11]2=[N:12][C:13]=1[C:14]1[CH:15]=[N:16][CH:17]=[CH:18][CH:19]=1.[NH:27]1[CH2:32][CH2:31][O:30][CH2:29][CH2:28]1. Given the product [F:1][C:2]1[CH:3]=[N:4][CH:5]=[CH:6][C:7]=1[C:8]1[N:9]=[C:10]2[N:22]=[C:21]([N:27]3[CH2:32][CH2:31][O:30][CH2:29][CH2:28]3)[NH:20][C:11]2=[N:12][C:13]=1[C:14]1[CH:15]=[N:16][CH:17]=[CH:18][CH:19]=1, predict the reactants needed to synthesize it.